Dataset: Catalyst prediction with 721,799 reactions and 888 catalyst types from USPTO. Task: Predict which catalyst facilitates the given reaction. (1) Reactant: O=P12OP3(OP(OP(O3)(O1)=O)(=O)O2)=O.O=[C:16]([C:25]1[CH:30]=[CH:29][CH:28]=[CH:27][CH:26]=1)[CH2:17][NH:18][C:19](=[O:24])[CH2:20][CH2:21][C:22]#[CH:23].[OH-].[Na+]. Product: [CH2:20]([C:19]1[O:24][C:16]([C:25]2[CH:30]=[CH:29][CH:28]=[CH:27][CH:26]=2)=[CH:17][N:18]=1)[CH2:21][C:22]#[CH:23]. The catalyst class is: 265. (2) Reactant: C[O:2][C:3]([C:5]1[N:6](C(OC(C)(C)C)=O)[C:7]2[C:12]([CH:13]=1)=[C:11]([CH2:14][N:15]1[CH:19]=[CH:18][N:17]=[CH:16]1)[CH:10]=[CH:9][CH:8]=2)=[O:4].[OH-].[Na+].Cl. Product: [N:15]1([CH2:14][C:11]2[CH:10]=[CH:9][CH:8]=[C:7]3[C:12]=2[CH:13]=[C:5]([C:3]([OH:4])=[O:2])[NH:6]3)[CH:19]=[CH:18][N:17]=[CH:16]1. The catalyst class is: 1. (3) Reactant: [Cl:1][C:2]1[N:7]=[CH:6][C:5](N)=[CH:4][C:3]=1[C:9]([F:12])([F:11])[F:10].[ClH:13].N([O-])=O.[Na+].[S:18](=[O:20])=[O:19]. Product: [Cl:1][C:2]1[N:7]=[CH:6][C:5]([S:18]([Cl:13])(=[O:20])=[O:19])=[CH:4][C:3]=1[C:9]([F:12])([F:11])[F:10]. The catalyst class is: 6. (4) Reactant: [F:1][C:2]1[CH:3]=[N:4][C:5]([NH:8][C:9]([NH2:11])=[S:10])=[N:6][CH:7]=1.[Si:12]([O:19][CH2:20][CH2:21][N:22]1[CH2:28][CH2:27][CH2:26][C:25](=O)[C:24]2=[CH:30][N:31]([CH2:33][C:34]3[CH:39]=[CH:38][C:37]([O:40][CH3:41])=[CH:36][CH:35]=3)[N:32]=[C:23]12)([C:15]([CH3:18])([CH3:17])[CH3:16])([CH3:14])[CH3:13].II. Product: [Si:12]([O:19][CH2:20][CH2:21][N:22]1[CH2:28][CH2:27][C:26]2[S:10][C:9]([NH:8][C:5]3[N:4]=[CH:3][C:2]([F:1])=[CH:7][N:6]=3)=[N:11][C:25]=2[C:24]2=[CH:30][N:31]([CH2:33][C:34]3[CH:39]=[CH:38][C:37]([O:40][CH3:41])=[CH:36][CH:35]=3)[N:32]=[C:23]12)([C:15]([CH3:18])([CH3:17])[CH3:16])([CH3:13])[CH3:14]. The catalyst class is: 17. (5) Reactant: [C:1]1([S:7]([N:10]2[C:18]3[C:13](=[CH:14][CH:15]=[CH:16][CH:17]=3)[CH:12]=[C:11]2[CH:19]([C:21]2[CH:26]=[CH:25][CH:24]=[C:23]([C:27]3[N:28]([S:36]([C:39]4[CH:44]=[CH:43][CH:42]=[CH:41][CH:40]=4)(=[O:38])=[O:37])[C:29]4[C:34]([CH:35]=3)=[CH:33][CH:32]=[CH:31][CH:30]=4)[CH:22]=2)O)(=[O:9])=[O:8])[CH:6]=[CH:5][CH:4]=[CH:3][CH:2]=1.C([SiH](CC)CC)C.C(O)(C(F)(F)F)=O.C([O-])([O-])=O.[Na+].[Na+]. Product: [C:1]1([S:7]([N:10]2[C:18]3[C:13](=[CH:14][CH:15]=[CH:16][CH:17]=3)[CH:12]=[C:11]2[CH2:19][C:21]2[CH:26]=[CH:25][CH:24]=[C:23]([C:27]3[N:28]([S:36]([C:39]4[CH:40]=[CH:41][CH:42]=[CH:43][CH:44]=4)(=[O:37])=[O:38])[C:29]4[C:34]([CH:35]=3)=[CH:33][CH:32]=[CH:31][CH:30]=4)[CH:22]=2)(=[O:8])=[O:9])[CH:2]=[CH:3][CH:4]=[CH:5][CH:6]=1. The catalyst class is: 34.